Dataset: Experimentally validated miRNA-target interactions with 360,000+ pairs, plus equal number of negative samples. Task: Binary Classification. Given a miRNA mature sequence and a target amino acid sequence, predict their likelihood of interaction. (1) The miRNA is mmu-miR-673-3p with sequence UCCGGGGCUGAGUUCUGUGCACC. The protein sequence of the target gene is MAKLLSCVLGPRLYKIYRERDTDRAASSVPETPTAVPAASSSSWDTYYQPRALEKHADSILALASVFWSISYYSSPFAFFYLYRKGYLSLSKVVPFSHYAGTLLLLLAGVACLRGIGRWTNPQYRQFITILEATHRNQSAENKRQLANYNFDFRSWPVDFHWEEPSSRKGSRGGPSRRGVALLRPEPLHRGTADTFLNRVKKLPCQITSYLVAHTLGRRMLYPGSVYLLQKALMPVLLQGQARLVEECNGRRAKLLACDGNEIDTMFVDRRGTAEPQGQKLVICCEGNAGFYEVGCVSTP.... Result: 0 (no interaction). (2) The protein sequence of the target gene is MTLEEFSAAEQKTERMDTVGDALEEVLSKARSQRTITVGVYEAAKLLNVDPDNVVLCLLAADEDDDRDVALQIHFTLIRAFCCENDINILRVSNPGRLAELLLLENDAGPAESGGAAQTPDLHCVLVTNPHSSQWKDPALSQLICFCRESRYMDQWVPVINLPER. The miRNA is mmu-miR-19b-3p with sequence UGUGCAAAUCCAUGCAAAACUGA. Result: 1 (interaction). (3) The miRNA is mmu-miR-3058-3p with sequence UUCCUGUCAGCCGUGGGUGCC. The protein sequence of the target gene is MCSTNPGKWVTFDDDPAVQSSQKSKNFPLENQGVCRPNGLKLNLPGLREFPSGSSSTSSTPLSSPIVDFYFSPGPPSNSPLSTPTKDFPGFPGIPKAGTHVLYPIPESSSDSPLAISGGESSLLPTRPTCLSHALLPSDHSCTHPTPKVGLPDEVNPQQAESLGFQSDDLPQFQYFREDCAFSSPFWKDEGSDSHFTLDPPGSKKMFSSRNKEMPIDQKSLNKCSLNYICEKLEHLQSAENQDSLRSLSMHCLCAEENASSFVPHTLFRSQPKSGWSFMLRIPEKKNMMSSRQWGPIFLK.... Result: 0 (no interaction). (4) The miRNA is mmu-miR-3064-5p with sequence UCUGGCUGUUGUGGUGUGCAAA. The protein sequence of the target gene is MGAAAVRWHLYLLLALGARGRLVGGSGLPGAVDVDECSEGTDDCHIDAICQNTPKSYKCLCKPGYKGEGRQCEDIDECENDYYNGGCVHDCINIPGNYRCTCFDGFMLAHDGHNCLDVDECQDNNGGCQQICVNAMGSYECQCHSGFFLSDNQHTCIHRSNEGMNCMNKDHGCAHICRETPKGGVACDCRPGFDLAQNQKDCTLTCNYGNGGCQHSCEDTDTGPMCGCHQKYALHADGRTCIEKDEAAIERSQFNATSVADVDKRVKRRLLMETCAVNNGGCDRTCKDTATGVRCSCPVG.... Result: 0 (no interaction). (5) The miRNA is hsa-miR-6729-3p with sequence UCAUCCCCCUCGCCCUCUCAG. The protein sequence of the target gene is MDVFKKGFSIAKEGVVGAVEKTKQGVTEAAEKTKEGVMYVGAKTKENVVQSVTSVAEKTKEQANAVSEAVVSSVNTVATKTVEEAENIAVTSGVVRKEDLRPSAPQQEGEASKEKEEVAEEAQSGGD. Result: 0 (no interaction).